From a dataset of Peptide-MHC class II binding affinity with 134,281 pairs from IEDB. Regression. Given a peptide amino acid sequence and an MHC pseudo amino acid sequence, predict their binding affinity value. This is MHC class II binding data. (1) The peptide sequence is AFKMAATAANAAPAN. The MHC is HLA-DPA10103-DPB10301 with pseudo-sequence HLA-DPA10103-DPB10301. The binding affinity (normalized) is 0.685. (2) The peptide sequence is AATAAAAAAVDRGDP. The MHC is DRB1_0701 with pseudo-sequence DRB1_0701. The binding affinity (normalized) is 0.256. (3) The peptide sequence is VIPAGELQVIEKVDAAFKVA. The MHC is HLA-DPA10201-DPB10501 with pseudo-sequence HLA-DPA10201-DPB10501. The binding affinity (normalized) is 0.641. (4) The peptide sequence is MDVNPTLLFLKVPAQ. The MHC is DRB1_0901 with pseudo-sequence DRB1_0901. The binding affinity (normalized) is 0.459. (5) The peptide sequence is SWIQSIPFVHLGHRD. The MHC is HLA-DQA10101-DQB10501 with pseudo-sequence HLA-DQA10101-DQB10501. The binding affinity (normalized) is 0. (6) The peptide sequence is LENGKLILQRNIGLEIKDVQI. The MHC is DRB1_1501 with pseudo-sequence DRB1_1501. The binding affinity (normalized) is 0.940. (7) The peptide sequence is LEVTEVFNFSQDDLL. The MHC is DRB1_0701 with pseudo-sequence DRB1_0701. The binding affinity (normalized) is 0.373. (8) The peptide sequence is YDKALANVSTVLTGK. The MHC is DRB1_0404 with pseudo-sequence DRB1_0404. The binding affinity (normalized) is 0.157.